This data is from Forward reaction prediction with 1.9M reactions from USPTO patents (1976-2016). The task is: Predict the product of the given reaction. (1) Given the reactants [CH3:1][O:2][CH2:3][CH2:4][O:5][CH2:6][CH2:7][N:8]1[C:20]2[CH:19]=[CH:18][CH:17]=[CH:16][C:15]=2[C:14]2[C:9]1=[CH:10][CH:11]=[CH:12][CH:13]=2.C1C(=O)N([Br:28])C(=O)C1, predict the reaction product. The product is: [Br:28][C:17]1[CH:18]=[CH:19][C:20]2[N:8]([CH2:7][CH2:6][O:5][CH2:4][CH2:3][O:2][CH3:1])[C:9]3[C:14]([C:15]=2[CH:16]=1)=[CH:13][CH:12]=[CH:11][CH:10]=3. (2) Given the reactants [F:1][C:2]([F:22])([F:21])[O:3][C:4]1[CH:9]=[CH:8][C:7]([N:10]2[CH2:14][CH2:13][C:12]3([CH2:19][CH2:18][NH:17][CH2:16][CH2:15]3)[C:11]2=[O:20])=[CH:6][CH:5]=1.O=C(Cl)[O:25][C:26](Cl)(Cl)Cl.[CH2:31]([NH:38][CH3:39])[C:32]1[CH:37]=[CH:36][CH:35]=[CH:34][CH:33]=1, predict the reaction product. The product is: [CH2:31]([N:38]([CH3:39])[C:26]([N:17]1[CH2:16][CH2:15][C:12]2([C:11](=[O:20])[N:10]([C:7]3[CH:8]=[CH:9][C:4]([O:3][C:2]([F:1])([F:21])[F:22])=[CH:5][CH:6]=3)[CH2:14][CH2:13]2)[CH2:19][CH2:18]1)=[O:25])[C:32]1[CH:37]=[CH:36][CH:35]=[CH:34][CH:33]=1. (3) Given the reactants Cl[CH2:2][C:3]1[CH:4]=[C:5]([CH:39]=[CH:40][CH:41]=1)[C:6]([NH:8][C:9]1[CH:32]=[CH:31][C:30]([N:33]2[CH2:38][CH2:37][CH2:36][CH2:35][CH2:34]2)=[CH:29][C:10]=1[C:11]([NH:13][C:14]1[CH:18]=[CH:17][N:16]([C:19]2[CH:24]=[CH:23][CH:22]=[C:21]([C:25]([F:28])([F:27])[F:26])[CH:20]=2)[N:15]=1)=[O:12])=[O:7].C(=O)([O-])[O-].[K+].[K+].[SH:48][C:49]1[CH:50]=[C:51]([CH2:55][C:56]([OH:58])=[O:57])[CH:52]=[CH:53][CH:54]=1, predict the reaction product. The product is: [N:33]1([C:30]2[CH:31]=[CH:32][C:9]([NH:8][C:6]([C:5]3[CH:4]=[C:3]([CH:41]=[CH:40][CH:39]=3)[CH2:2][S:48][C:49]3[CH:50]=[C:51]([CH2:55][C:56]([OH:58])=[O:57])[CH:52]=[CH:53][CH:54]=3)=[O:7])=[C:10]([C:11](=[O:12])[NH:13][C:14]3[CH:18]=[CH:17][N:16]([C:19]4[CH:24]=[CH:23][CH:22]=[C:21]([C:25]([F:27])([F:28])[F:26])[CH:20]=4)[N:15]=3)[CH:29]=2)[CH2:38][CH2:37][CH2:36][CH2:35][CH2:34]1. (4) Given the reactants CCN(C(C)C)C(C)C.C1C=CC2N(O)N=NC=2C=1.CCN=C=NCCCN(C)C.[C:31]1([C:37]2[NH:41][N:40]=[C:39]([C:42]([NH:44][CH2:45][C:46]([OH:48])=O)=[O:43])[CH:38]=2)[CH:36]=[CH:35][CH:34]=[CH:33][CH:32]=1.[CH3:49][O:50][C:51]([CH:53]1[CH2:58][NH:57][CH2:56][CH2:55][N:54]1[C:59]([O:61][C:62]([CH3:65])([CH3:64])[CH3:63])=[O:60])=[O:52], predict the reaction product. The product is: [CH3:49][O:50][C:51]([CH:53]1[CH2:58][N:57]([C:46](=[O:48])[CH2:45][NH:44][C:42]([C:39]2[CH:38]=[C:37]([C:31]3[CH:32]=[CH:33][CH:34]=[CH:35][CH:36]=3)[NH:41][N:40]=2)=[O:43])[CH2:56][CH2:55][N:54]1[C:59]([O:61][C:62]([CH3:65])([CH3:64])[CH3:63])=[O:60])=[O:52].